This data is from Forward reaction prediction with 1.9M reactions from USPTO patents (1976-2016). The task is: Predict the product of the given reaction. (1) Given the reactants C([O:3][CH:4](OCC)[CH2:5][O:6][C:7]1[CH:14]=[CH:13][C:12]([O:15][CH3:16])=[CH:11][C:8]=1[CH:9]=O)C, predict the reaction product. The product is: [CH3:16][O:15][C:12]1[CH:13]=[CH:14][C:7]2[O:6][C:5]([CH:4]=[O:3])=[CH:9][C:8]=2[CH:11]=1. (2) Given the reactants Cl[C:2]1[C:7]2[C:8](=[O:22])[N:9]([CH2:11][C:12]3[CH:17]=[CH:16][C:15]([O:18][CH3:19])=[CH:14][C:13]=3[O:20][CH3:21])[CH2:10][C:6]=2[C:5]([F:23])=[C:4]([NH:24][C@H:25]2[CH2:30][CH2:29][CH2:28][CH2:27][C@H:26]2[NH:31][C:32](=[O:38])[O:33][C:34]([CH3:37])([CH3:36])[CH3:35])[N:3]=1.[CH3:39][N:40]1[CH:44]=[C:43](B2OC(C)(C)C(C)(C)O2)[CH:42]=[N:41]1, predict the reaction product. The product is: [CH3:21][O:20][C:13]1[CH:14]=[C:15]([O:18][CH3:19])[CH:16]=[CH:17][C:12]=1[CH2:11][N:9]1[CH2:10][C:6]2[C:5]([F:23])=[C:4]([NH:24][C@H:25]3[CH2:30][CH2:29][CH2:28][CH2:27][C@H:26]3[NH:31][C:32](=[O:38])[O:33][C:34]([CH3:37])([CH3:36])[CH3:35])[N:3]=[C:2]([C:43]3[CH:42]=[N:41][N:40]([CH3:39])[CH:44]=3)[C:7]=2[C:8]1=[O:22].